This data is from Reaction yield outcomes from USPTO patents with 853,638 reactions. The task is: Predict the reaction yield, written as a fraction of the theoretical maximum amount of product (1.0 means a 100% yield; for example, 0.34 means a 34% yield). (1) The yield is 0.990. The catalyst is CO. The product is [Cl:20][C:7]1[CH:8]=[C:9]2[C:4](=[CH:5][C:24]=1[Cl:26])[N:3]=[C:2]([O:22][CH3:21])[C:11]([N:12]1[CH2:17][CH2:16][N:15]([CH3:18])[CH2:14][CH2:13]1)=[N:10]2. The reactants are Cl[CH:2]1[C:11](Cl)([N:12]2[CH2:17][CH2:16][N:15]([CH3:18])[CH2:14][CH2:13]2)[N:10]=[C:9]2[C:4]([CH:5]=C[C:7]([Cl:20])=[CH:8]2)=[N:3]1.[CH3:21][O-:22].[Na+].[CH2:24]([Cl:26])Cl. (2) The yield is 0.300. No catalyst specified. The product is [ClH:19].[F:33][C:24]1[C:25]2[O:30][CH2:29][C:28](=[O:31])[NH:27][C:26]=2[CH:32]=[C:22]([CH2:21][CH2:20][N:16]2[CH2:15][CH2:14][N:13]([C:4]3[CH:3]=[C:2]([F:1])[CH:11]=[C:10]4[C:5]=3[CH:6]=[CH:7][C:8]([CH3:12])=[N:9]4)[CH2:18][CH2:17]2)[CH:23]=1. The reactants are [F:1][C:2]1[CH:11]=[C:10]2[C:5]([CH:6]=[CH:7][C:8]([CH3:12])=[N:9]2)=[C:4]([N:13]2[CH2:18][CH2:17][NH:16][CH2:15][CH2:14]2)[CH:3]=1.[Cl:19][CH2:20][CH2:21][C:22]1[CH:23]=[C:24]([F:33])[C:25]2[O:30][CH2:29][C:28](=[O:31])[NH:27][C:26]=2[CH:32]=1. (3) The reactants are [P:1]([O:5][CH2:6][C@:7]([NH:31]C(=O)OC(C)(C)C)([C:9]1[CH:18]=[CH:17][C:16]2[C:11](=[CH:12][CH:13]=[C:14]([O:19][CH:20]3[CH2:25][CH2:24][C:23]4([CH2:30][CH2:29][CH2:28][CH2:27][CH2:26]4)[CH2:22][CH2:21]3)[CH:15]=2)[CH:10]=1)[CH3:8])([OH:4])([OH:3])=[O:2].C(O)(=O)C.Cl. The catalyst is O. The product is [P:1]([OH:3])([OH:4])([O:5][CH2:6][C@:7]([NH2:31])([C:9]1[CH:18]=[CH:17][C:16]2[C:11](=[CH:12][CH:13]=[C:14]([O:19][CH:20]3[CH2:21][CH2:22][C:23]4([CH2:26][CH2:27][CH2:28][CH2:29][CH2:30]4)[CH2:24][CH2:25]3)[CH:15]=2)[CH:10]=1)[CH3:8])=[O:2]. The yield is 0.360. (4) The reactants are [CH2:1]([N:8]1[C:16]2[C:11](=[CH:12][C:13]([NH:17][C:18]3[C:23]([C:24]([NH:26][C@@H:27]4[CH2:32][CH2:31][C@H:30]([NH:33][C:34]([C:36]5[N:37]=[C:38]6[CH:43]=[CH:42][CH:41]=[CH:40][N:39]6[CH:44]=5)=[O:35])[CH2:29][CH2:28]4)=[O:25])=[CH:22][C:21]([F:45])=[CH:20][N:19]=3)=[CH:14][CH:15]=2)[CH:10]=[N:9]1)[C:2]1[CH:7]=[CH:6][CH:5]=[CH:4][CH:3]=1.[C:46](N1C=CN=C1)(N1C=CN=C1)=[O:47].[H-].[Na+]. The catalyst is CN(C)C=O. The product is [CH2:1]([N:8]1[C:16]2[C:11](=[CH:12][C:13]([N:17]3[C:18]4[N:19]=[CH:20][C:21]([F:45])=[CH:22][C:23]=4[C:24](=[O:25])[N:26]([C@@H:27]4[CH2:32][CH2:31][C@H:30]([NH:33][C:34]([C:36]5[N:37]=[C:38]6[CH:43]=[CH:42][CH:41]=[CH:40][N:39]6[CH:44]=5)=[O:35])[CH2:29][CH2:28]4)[C:46]3=[O:47])=[CH:14][CH:15]=2)[CH:10]=[N:9]1)[C:2]1[CH:7]=[CH:6][CH:5]=[CH:4][CH:3]=1. The yield is 0.510. (5) The yield is 0.760. The product is [CH3:14][O:13][C:5]1[CH:6]=[CH:7][C:8]([N+:10]([O-:12])=[O:11])=[CH:9][C:4]=1[CH2:3][OH:2]. The reactants are C[O:2][CH:3](O)[C:4]1[CH:9]=[C:8]([N+:10]([O-:12])=[O:11])[CH:7]=[CH:6][C:5]=1[O:13][CH3:14].OCC1C=C([N+]([O-])=O)C=CC=1O. No catalyst specified. (6) The reactants are [NH2:1][C:2]1[CH:9]=[CH:8][C:5]([C:6]#[N:7])=[CH:4][C:3]=1[CH3:10].[C:11]([C:19]1[CH:24]=[CH:23][CH:22]=[CH:21][CH:20]=1)(=O)[C:12]1[CH:17]=[CH:16][CH:15]=[CH:14][CH:13]=1. The catalyst is C1(C)C=CC=CC=1.CC1C=CC(S(O)(=O)=O)=CC=1. The product is [C:11](=[N:1][C:2]1[CH:9]=[CH:8][C:5]([C:6]#[N:7])=[CH:4][C:3]=1[CH3:10])([C:12]1[CH:17]=[CH:16][CH:15]=[CH:14][CH:13]=1)[C:19]1[CH:24]=[CH:23][CH:22]=[CH:21][CH:20]=1. The yield is 0.710. (7) The reactants are [CH2:1]([C:5]1[N:10]=[C:9]([CH3:11])[N:8]([CH2:12][C:13](=O)[C:14]([CH3:17])([CH3:16])[CH3:15])[C:7](=[O:19])[C:6]=1[CH2:20][C:21]1[CH:26]=[CH:25][C:24]([C:27]2[CH:32]=[CH:31][CH:30]=[CH:29][C:28]=2[C:33]2[NH:37][C:36](=[O:38])[O:35][N:34]=2)=[CH:23][C:22]=1[F:39])[CH2:2][CH2:3][CH3:4].Cl.[NH2:41][O:42][CH:43]([CH3:45])[CH3:44].N1C=CC=CC=1. The catalyst is C(OCC)(=O)C. The product is [CH2:1]([C:5]1[N:10]=[C:9]([CH3:11])[N:8]([CH2:12]/[C:13](=[N:41]\[O:42][CH:43]([CH3:45])[CH3:44])/[C:14]([CH3:15])([CH3:16])[CH3:17])[C:7](=[O:19])[C:6]=1[CH2:20][C:21]1[CH:26]=[CH:25][C:24]([C:27]2[CH:32]=[CH:31][CH:30]=[CH:29][C:28]=2[C:33]2[NH:37][C:36](=[O:38])[O:35][N:34]=2)=[CH:23][C:22]=1[F:39])[CH2:2][CH2:3][CH3:4]. The yield is 0.220. (8) The reactants are [CH3:1][O:2][C:3]([C:5]1[CH:10]=[C:9]([NH2:11])[N:8]=[C:7]([C:12]2[CH:17]=[CH:16][C:15]([Cl:18])=[C:14]([O:19][CH3:20])[C:13]=2[F:21])[N:6]=1)=[O:4].[Br:22]N1C(=O)CCC1=O. The catalyst is C(Cl)(Cl)Cl. The product is [CH3:1][O:2][C:3]([C:5]1[C:10]([Br:22])=[C:9]([NH2:11])[N:8]=[C:7]([C:12]2[CH:17]=[CH:16][C:15]([Cl:18])=[C:14]([O:19][CH3:20])[C:13]=2[F:21])[N:6]=1)=[O:4]. The yield is 0.770.